Task: Predict the reaction yield, written as a fraction of the theoretical maximum amount of product (1.0 means a 100% yield; for example, 0.34 means a 34% yield).. Dataset: Reaction yield outcomes from USPTO patents with 853,638 reactions (1) The reactants are C([Li])CCC.Br[C:7]1[CH:12]=[CH:11][CH:10]=[CH:9][N:8]=1.Br[C:14]1[CH:15]=[C:16]([S:20]([C:23]2[CH:28]=[CH:27][C:26](/[CH:29]=[CH:30]/[C:31]3[CH:36]=[CH:35][C:34]([F:37])=[CH:33][C:32]=3[F:38])=[CH:25][CH:24]=2)(=[O:22])=[O:21])[CH:17]=[CH:18][CH:19]=1. The catalyst is O1CCCC1.[Cl-].[Zn+2].[Cl-].C1C=CC([P]([Pd]([P](C2C=CC=CC=2)(C2C=CC=CC=2)C2C=CC=CC=2)([P](C2C=CC=CC=2)(C2C=CC=CC=2)C2C=CC=CC=2)[P](C2C=CC=CC=2)(C2C=CC=CC=2)C2C=CC=CC=2)(C2C=CC=CC=2)C2C=CC=CC=2)=CC=1. The product is [F:38][C:32]1[CH:33]=[C:34]([F:37])[CH:35]=[CH:36][C:31]=1/[CH:30]=[CH:29]/[C:26]1[CH:27]=[CH:28][C:23]([S:20]([C:16]2[CH:17]=[C:18]([C:7]3[CH:12]=[CH:11][CH:10]=[CH:9][N:8]=3)[CH:19]=[CH:14][CH:15]=2)(=[O:22])=[O:21])=[CH:24][CH:25]=1. The yield is 0.100. (2) The reactants are [OH-].[Na+].C(Cl)[Cl:4].O.Cl.Cl.CN(C)C(=O)[S:12][C:13]1[C:14]([O:39][CH2:40][CH3:41])=[CH:15][CH:16]=[C:17]2[C:22]=1[CH:21]=[N:20][CH:19]=[C:18]2[C:23](=[O:38])[C:24]1[CH:29]=[C:28]([O:30][CH3:31])[C:27]([O:32][CH2:33][CH2:34][CH3:35])=[C:26]([O:36][CH3:37])[CH:25]=1. The catalyst is CO. The product is [ClH:4].[CH3:31][O:30][C:28]1[CH:29]=[C:24]([C:23]([C:18]2[C:17]3[C:22](=[C:13]([SH:12])[C:14]([O:39][CH2:40][CH3:41])=[CH:15][CH:16]=3)[CH:21]=[N:20][CH:19]=2)=[O:38])[CH:25]=[C:26]([O:36][CH3:37])[C:27]=1[O:32][CH2:33][CH2:34][CH3:35]. The yield is 0.180. (3) The reactants are C(OC(=O)[NH:10][C:11]1[C:20]2[CH2:19][CH:18]([NH:21][S:22]([CH3:25])(=[O:24])=[O:23])[CH2:17][CH2:16][C:15]=2[CH:14]=[CH:13][CH:12]=1)C1C=CC=CC=1. The catalyst is CO.C(Cl)Cl. The product is [NH2:10][C:11]1[CH:12]=[CH:13][CH:14]=[C:15]2[C:20]=1[CH2:19][CH:18]([NH:21][S:22]([CH3:25])(=[O:24])=[O:23])[CH2:17][CH2:16]2. The yield is 0.720. (4) The reactants are [S:1]1[C:5]2[CH2:6][CH2:7][CH2:8][C:4]=2[N:3]=[C:2]1[C:9]1[C:13]([C:14]([NH:16][CH:17]2[CH2:22][CH2:21][O:20][CH2:19][CH2:18]2)=[O:15])=[CH:12][N:11](COCC[Si](C)(C)C)[N:10]=1.FC(F)(F)C(O)=O.CO.[OH-].[NH4+]. The catalyst is ClCCl. The product is [S:1]1[C:5]2[CH2:6][CH2:7][CH2:8][C:4]=2[N:3]=[C:2]1[C:9]1[C:13]([C:14]([NH:16][CH:17]2[CH2:18][CH2:19][O:20][CH2:21][CH2:22]2)=[O:15])=[CH:12][NH:11][N:10]=1. The yield is 0.750. (5) The reactants are [F:1][CH:2]([F:28])[O:3][C:4]1[CH:5]=[C:6]([NH:10][C:11]2[C:20]3[C:15](=[CH:16][CH:17]=[C:18]([NH2:21])[CH:19]=3)[N:14]=[C:13]([C:22]3[CH:27]=[N:26][CH:25]=[CH:24][N:23]=3)[N:12]=2)[CH:7]=[CH:8][CH:9]=1.CCN(CC)CC.[CH3:36][O:37][C:38]1[CH:46]=[CH:45][C:41]([C:42](Cl)=[O:43])=[CH:40][N:39]=1. The catalyst is C1COCC1. The product is [F:28][CH:2]([F:1])[O:3][C:4]1[CH:5]=[C:6]([NH:10][C:11]2[C:20]3[C:15](=[CH:16][CH:17]=[C:18]([NH:21][C:42](=[O:43])[C:41]4[CH:45]=[CH:46][C:38]([O:37][CH3:36])=[N:39][CH:40]=4)[CH:19]=3)[N:14]=[C:13]([C:22]3[CH:27]=[N:26][CH:25]=[CH:24][N:23]=3)[N:12]=2)[CH:7]=[CH:8][CH:9]=1. The yield is 0.188. (6) The reactants are [F:1][C:2]([F:35])([F:34])[C:3]([C:9]1[CH:10]=[C:11]2[C:15](=[CH:16][CH:17]=1)[N:14]([CH2:18][C:19]1[N:20]=[C:21]([C:25]3[CH:30]=[CH:29][C:28]([CH2:31][OH:32])=[CH:27][CH:26]=3)[O:22][C:23]=1[CH3:24])[CH:13]([CH3:33])[CH2:12]2)([OH:8])[C:4]([F:7])([F:6])[F:5]. The catalyst is C1(C)C=CC=CC=1.O=[Mn]=O. The product is [CH3:24][C:23]1[O:22][C:21]([C:25]2[CH:26]=[CH:27][C:28]([CH:31]=[O:32])=[CH:29][CH:30]=2)=[N:20][C:19]=1[CH2:18][N:14]1[C:15]2[C:11](=[CH:10][C:9]([C:3]([OH:8])([C:4]([F:7])([F:6])[F:5])[C:2]([F:1])([F:34])[F:35])=[CH:17][CH:16]=2)[CH:12]=[C:13]1[CH3:33]. The yield is 0.500. (7) The catalyst is C(O)CO. The reactants are [C:1]([CH2:4][CH2:5][C:6]1[C:7]([CH3:26])=[C:8](C(O)=O)[NH:9][C:10]=1[CH:11]=[C:12]1[C:20]2[C:15](=[CH:16][CH:17]=[CH:18][C:19]=2[CH3:21])[NH:14][C:13]1=[O:22])([OH:3])=[O:2].[OH-].[K+].O.Cl. The product is [CH3:21][C:19]1[CH:18]=[CH:17][CH:16]=[C:15]2[C:20]=1[C:12](=[CH:11][C:10]1[NH:9][CH:8]=[C:7]([CH3:26])[C:6]=1[CH2:5][CH2:4][C:1]([OH:3])=[O:2])[C:13](=[O:22])[NH:14]2. The yield is 0.440.